This data is from Forward reaction prediction with 1.9M reactions from USPTO patents (1976-2016). The task is: Predict the product of the given reaction. (1) Given the reactants [Cl:1][C:2]1[CH:47]=[N:46][C:5]2[O:6][C:7]3([CH2:45][CH2:44]3)[C:8](=[O:43])[N:9]([CH:10]3[CH2:15][CH2:14][N:13]([C:16]([C:18]4[CH:23]=[CH:22][C:21]([C:24]5[CH:29]=[CH:28][CH:27]=[CH:26][C:25]=5[O:30][CH2:31][C:32]([CH3:41])([CH3:40])[C:33]([O:35]C(C)(C)C)=[O:34])=[CH:20][C:19]=4[CH3:42])=[O:17])[CH2:12][CH2:11]3)[C:4]=2[CH:3]=1.FC(F)(F)C(O)=O, predict the reaction product. The product is: [Cl:1][C:2]1[CH:47]=[N:46][C:5]2[O:6][C:7]3([CH2:45][CH2:44]3)[C:8](=[O:43])[N:9]([CH:10]3[CH2:11][CH2:12][N:13]([C:16]([C:18]4[CH:23]=[CH:22][C:21]([C:24]5[CH:29]=[CH:28][CH:27]=[CH:26][C:25]=5[O:30][CH2:31][C:32]([CH3:40])([CH3:41])[C:33]([OH:35])=[O:34])=[CH:20][C:19]=4[CH3:42])=[O:17])[CH2:14][CH2:15]3)[C:4]=2[CH:3]=1. (2) Given the reactants [N+:1]([C:4]1[CH:5]=[C:6]([C:10]23[CH2:16][CH:15]2[CH2:14][O:13]C(=O)N3)[CH:7]=[CH:8][CH:9]=1)([O-:3])=[O:2].O.[OH-].[Li+].[C:21](=[O:24])([OH:23])[NH2:22].Cl.[C:26](=O)=O.[OH-].[Na+], predict the reaction product. The product is: [OH:13][CH2:14][CH:15]1[CH2:16][C:10]1([NH:22][C:21](=[O:23])[O:24][CH3:26])[C:6]1[CH:7]=[CH:8][CH:9]=[C:4]([N+:1]([O-:3])=[O:2])[CH:5]=1.